This data is from Catalyst prediction with 721,799 reactions and 888 catalyst types from USPTO. The task is: Predict which catalyst facilitates the given reaction. Reactant: [Li][CH2:2][CH2:3][CH2:4]C.[CH2:6]1[C:14]2[C:9](=[CH:10][C:11]([CH:15]=O)=[CH:12][CH:13]=2)[CH2:8][CH2:7]1. Product: [CH3:2][C:3]([CH3:4])=[CH:15][C:11]1[CH:10]=[C:9]2[C:14](=[CH:13][CH:12]=1)[CH2:6][CH2:7][CH2:8]2. The catalyst class is: 1.